Dataset: Full USPTO retrosynthesis dataset with 1.9M reactions from patents (1976-2016). Task: Predict the reactants needed to synthesize the given product. (1) Given the product [Cl:1][C:2]1[CH:8]=[C:7]([O:9][C:10]2[C:11]3[N:18]([CH3:19])[CH:17]=[CH:16][C:12]=3[N:13]=[CH:14][N:15]=2)[CH:6]=[CH:5][C:3]=1[NH:4][C:27]([NH:36][C:37]1[CH:42]=[CH:41][CH:40]=[C:39]([C:43]([OH:49])([CH3:48])[C:44]([F:45])([F:46])[F:47])[CH:38]=1)=[O:28], predict the reactants needed to synthesize it. The reactants are: [Cl:1][C:2]1[CH:8]=[C:7]([O:9][C:10]2[C:11]3[N:18]([CH3:19])[CH:17]=[CH:16][C:12]=3[N:13]=[CH:14][N:15]=2)[CH:6]=[CH:5][C:3]=1[NH2:4].N1C=CC=CC=1.Cl[C:27](OC1C=CC=CC=1)=[O:28].[NH2:36][C:37]1[CH:38]=[C:39]([C:43]([OH:49])([CH3:48])[C:44]([F:47])([F:46])[F:45])[CH:40]=[CH:41][CH:42]=1. (2) Given the product [CH2:12]([O:11][C:9](=[O:10])[C:3]([CH2:2][O:1][C:33]([O:34][C:35]1[CH:50]=[C:45]([C:43](=[O:44])[N:42]([CH3:72])[CH3:41])[C:46]([NH:53][C:54]([C:56]2[C:57]([C:62]3[CH:63]=[CH:64][C:65]([C:68]([F:69])([F:71])[F:70])=[CH:66][CH:67]=3)=[CH:58][CH:59]=[CH:60][CH:61]=2)=[O:55])=[CH:47][C:48]=1[F:52])=[O:39])([C:14]1[CH:15]=[CH:16][CH:17]=[CH:18][CH:19]=1)[C:4]([O:6][CH2:7][CH3:8])=[O:5])[CH3:13], predict the reactants needed to synthesize it. The reactants are: [OH:1][CH2:2][C:3]([C:14]1[CH:19]=[CH:18][CH:17]=[CH:16][CH:15]=1)([C:9]([O:11][CH2:12][CH3:13])=[O:10])[C:4]([O:6][CH2:7][CH3:8])=[O:5].CN(C)C1C=CC=CC=1.ClC(Cl)(O[C:33](=[O:39])[O:34][C:35](Cl)(Cl)Cl)Cl.[CH3:41][N:42]([CH3:72])[C:43]([C:45]1[CH:50]=C(O)[C:48]([F:52])=[CH:47][C:46]=1[NH:53][C:54]([C:56]1[C:57]([C:62]2[CH:67]=[CH:66][C:65]([C:68]([F:71])([F:70])[F:69])=[CH:64][CH:63]=2)=[CH:58][CH:59]=[CH:60][CH:61]=1)=[O:55])=[O:44]. (3) Given the product [NH:8]1[C:16]2[C:11](=[CH:12][C:13]([NH:17][C:18]3[CH:23]=[CH:22][N:21]=[C:20]([C:24]4[CH:25]=[C:26]([CH2:30][CH2:31][C:32]([NH:34][CH:35]5[CH2:37][CH2:36]5)=[O:33])[CH:27]=[CH:28][CH:29]=4)[N:19]=3)=[CH:14][CH:15]=2)[CH:10]=[N:9]1, predict the reactants needed to synthesize it. The reactants are: C(OC([N:8]1[C:16]2[C:11](=[CH:12][C:13]([N:17](C(OC(C)(C)C)=O)[C:18]3[CH:23]=[CH:22][N:21]=[C:20]([C:24]4[CH:29]=[CH:28][CH:27]=[C:26]([CH2:30][CH2:31][C:32]([NH:34][CH:35]5[CH2:37][CH2:36]5)=[O:33])[CH:25]=4)[N:19]=3)=[CH:14][CH:15]=2)[CH:10]=[N:9]1)=O)(C)(C)C.Cl. (4) The reactants are: [C:1]1([NH2:11])[C:10]2[C:5](=[CH:6][CH:7]=[CH:8][CH:9]=2)[CH:4]=[CH:3][N:2]=1.N1C=CC=CC=1.Cl[C:19]([O:21][C:22]1[CH:27]=[CH:26][CH:25]=[CH:24][CH:23]=1)=[O:20]. Given the product [C:1]1([NH:11][C:19](=[O:20])[O:21][C:22]2[CH:27]=[CH:26][CH:25]=[CH:24][CH:23]=2)[C:10]2[C:5](=[CH:6][CH:7]=[CH:8][CH:9]=2)[CH:4]=[CH:3][N:2]=1, predict the reactants needed to synthesize it.